Dataset: Catalyst prediction with 721,799 reactions and 888 catalyst types from USPTO. Task: Predict which catalyst facilitates the given reaction. (1) Reactant: [N+:1]([C:4]1[CH:5]=[C:6]([CH:19]=[CH:20][CH:21]=1)[C:7]([NH:9][C:10]1[CH:18]=[CH:17][CH:16]=[CH:15][C:11]=1[C:12]([OH:14])=[O:13])=[O:8])([O-])=O. Product: [NH2:1][C:4]1[CH:5]=[C:6]([CH:19]=[CH:20][CH:21]=1)[C:7]([NH:9][C:10]1[CH:18]=[CH:17][CH:16]=[CH:15][C:11]=1[C:12]([OH:14])=[O:13])=[O:8]. The catalyst class is: 19. (2) Reactant: C[O:2][C:3](=[O:35])[CH2:4][O:5][C:6]1[CH:15]=[CH:14][C:13]([Cl:16])=[C:12]2[C:7]=1[C:8]([CH3:34])=[C:9]([CH2:21][C:22]1[CH:27]=[CH:26][C:25]([C:28](=[O:33])[C:29]([CH3:32])([CH3:31])[CH3:30])=[CH:24][CH:23]=1)[C:10]([O:17][CH:18]([F:20])[F:19])=[N:11]2.[OH-].[Li+]. Product: [Cl:16][C:13]1[CH:14]=[CH:15][C:6]([O:5][CH2:4][C:3]([OH:35])=[O:2])=[C:7]2[C:12]=1[N:11]=[C:10]([O:17][CH:18]([F:19])[F:20])[C:9]([CH2:21][C:22]1[CH:27]=[CH:26][C:25]([C:28](=[O:33])[C:29]([CH3:30])([CH3:31])[CH3:32])=[CH:24][CH:23]=1)=[C:8]2[CH3:34]. The catalyst class is: 30. (3) Reactant: [N+:1]([C:4]1[CH:9]=[CH:8][C:7]([O:10][CH2:11][C:12]#[CH:13])=[CH:6][CH:5]=1)([O-:3])=[O:2].[N-:14]=[N+:15]=[N-:16].[Na+].[CH2:18](I)[C:19]1[CH:24]=[CH:23][CH:22]=[CH:21][CH:20]=1.CCN(CC)CC.N1CCC[C@H]1C(O)=O. The catalyst class is: 156. Product: [CH2:18]([N:14]1[CH:13]=[C:12]([CH2:11][O:10][C:7]2[CH:6]=[CH:5][C:4]([N+:1]([O-:3])=[O:2])=[CH:9][CH:8]=2)[N:16]=[N:15]1)[C:19]1[CH:24]=[CH:23][CH:22]=[CH:21][CH:20]=1. (4) Reactant: [NH:1]1[CH:5]=[CH:4][N:3]=[C:2]1[C:6]([OH:8])=O.C1N=CN(C(N2C=NC=C2)=O)C=1.[CH3:21][O:22][C:23]1[CH:28]=[CH:27][C:26]([N:29]2[CH2:34][CH2:33][O:32][CH2:31][CH2:30]2)=[CH:25][C:24]=1[NH2:35]. Product: [CH3:21][O:22][C:23]1[CH:28]=[CH:27][C:26]([N:29]2[CH2:30][CH2:31][O:32][CH2:33][CH2:34]2)=[CH:25][C:24]=1[NH:35][C:6]([C:2]1[NH:1][CH:5]=[CH:4][N:3]=1)=[O:8]. The catalyst class is: 3. (5) Reactant: [F:1][C:2]1[CH:3]=[C:4]([S:8](Cl)(=[O:10])=[O:9])[CH:5]=[CH:6][CH:7]=1.[NH2:12][C:13]1[CH:19]=[CH:18][C:17]([N:20]2[CH2:25][CH2:24][N:23]([CH3:26])[CH2:22][CH2:21]2)=[CH:16][C:14]=1[NH2:15].N1C=CC=CC=1. Product: [F:1][C:2]1[CH:3]=[C:4]([S:8]([NH:12][C:13]2[CH:19]=[CH:18][C:17]([N:20]3[CH2:21][CH2:22][N:23]([CH3:26])[CH2:24][CH2:25]3)=[CH:16][C:14]=2[NH2:15])(=[O:10])=[O:9])[CH:5]=[CH:6][CH:7]=1. The catalyst class is: 2. (6) Reactant: [F:1][C:2]1[CH:7]=[C:6]([C@H:8]([CH3:12])[C:9]([OH:11])=O)[CH:5]=[CH:4][C:3]=1[C:13]1[CH:18]=[CH:17][CH:16]=[CH:15][CH:14]=1.[Cl-].[CH3:20][O:21][C:22]1[CH:23]=[CH:24][C:25]([C@H:28]([NH3+:30])[CH3:29])=[N:26][CH:27]=1.C1C=NC2N(O)N=NC=2C=1.C(Cl)CCl.CCN(C(C)C)C(C)C. Product: [F:1][C:2]1[CH:7]=[C:6]([C@H:8]([CH3:12])[C:9]([NH:30][C@@H:28]([C:25]2[CH:24]=[CH:23][C:22]([O:21][CH3:20])=[CH:27][N:26]=2)[CH3:29])=[O:11])[CH:5]=[CH:4][C:3]=1[C:13]1[CH:18]=[CH:17][CH:16]=[CH:15][CH:14]=1. The catalyst class is: 85. (7) Reactant: C(OC(=O)[NH:7][C:8]1[CH:13]=[C:12]([NH:14][CH2:15][CH:16]([CH3:18])[CH3:17])[C:11]([Cl:19])=[CH:10][C:9]=1[NH:20][C:21](=[O:36])[CH2:22][C:23](=O)[C:24]1[CH:29]=[CH:28][CH:27]=[C:26]([N:30]2[CH:34]=[CH:33][N:32]=[N:31]2)[CH:25]=1)(C)(C)C.C(O)(C(F)(F)F)=O. Product: [Cl:19][C:11]1[C:12]([NH:14][CH2:15][CH:16]([CH3:18])[CH3:17])=[CH:13][C:8]2[N:7]=[C:23]([C:24]3[CH:29]=[CH:28][CH:27]=[C:26]([N:30]4[CH:34]=[CH:33][N:32]=[N:31]4)[CH:25]=3)[CH2:22][C:21](=[O:36])[NH:20][C:9]=2[CH:10]=1. The catalyst class is: 2. (8) Product: [OH:4][CH2:5][CH2:6][O:7][CH2:8][CH2:9][O:10][C:11]1[CH:12]=[C:13]([C:17]([CH2:33][CH2:34][CH3:35])=[C:18]([C:19]2[CH:20]=[CH:21][C:22]([OH:25])=[CH:23][CH:24]=2)[C:26]2[CH:31]=[CH:30][C:29]([OH:32])=[CH:28][CH:27]=2)[CH:14]=[CH:15][CH:16]=1. The catalyst class is: 5. Reactant: C([O:4][CH2:5][CH2:6][O:7][CH2:8][CH2:9][O:10][C:11]1[CH:16]=[CH:15][CH:14]=[C:13]([C:17]([CH2:33][CH2:34][CH3:35])=[C:18]([C:26]2[CH:31]=[CH:30][C:29]([OH:32])=[CH:28][CH:27]=2)[C:19]2[CH:24]=[CH:23][C:22]([OH:25])=[CH:21][CH:20]=2)[CH:12]=1)(=O)C.C([O-])([O-])=O.[K+].[K+].